Dataset: Peptide-MHC class I binding affinity with 185,985 pairs from IEDB/IMGT. Task: Regression. Given a peptide amino acid sequence and an MHC pseudo amino acid sequence, predict their binding affinity value. This is MHC class I binding data. (1) The peptide sequence is SVIRLLIWAY. The MHC is HLA-A03:01 with pseudo-sequence HLA-A03:01. The binding affinity (normalized) is 0.332. (2) The peptide sequence is YLVSIFLHL. The MHC is HLA-A02:02 with pseudo-sequence YFAMYGEKVAHTHVDTLYLRYHYYTWAVWAYTWY. The binding affinity (normalized) is 0.825. (3) The peptide sequence is VEIKTGFKL. The MHC is HLA-A29:02 with pseudo-sequence HLA-A29:02. The binding affinity (normalized) is 0.0847. (4) The peptide sequence is DISINSEYI. The MHC is HLA-A02:06 with pseudo-sequence HLA-A02:06. The binding affinity (normalized) is 0.331.